From a dataset of Forward reaction prediction with 1.9M reactions from USPTO patents (1976-2016). Predict the product of the given reaction. (1) Given the reactants [CH3:1][O:2][C:3]1[CH:4]=[C:5]2[C:10](=[CH:11][C:12]=1[O:13][CH2:14][CH2:15][CH2:16][N:17]1[CH2:22][CH2:21][O:20][CH2:19][CH2:18]1)[N:9]=[CH:8][NH:7][C:6]2=O.P(Cl)(Cl)(Cl)=O.C(N(CC)CC)C.[Cl:36][C:37]1[CH:38]=[C:39]([CH:41]=[CH:42][C:43]=1[F:44])[NH2:40], predict the reaction product. The product is: [Cl:36][C:37]1[CH:38]=[C:39]([CH:41]=[CH:42][C:43]=1[F:44])[NH:40][C:6]1[C:5]2[C:10](=[CH:11][C:12]([O:13][CH2:14][CH2:15][CH2:16][N:17]3[CH2:22][CH2:21][O:20][CH2:19][CH2:18]3)=[C:3]([O:2][CH3:1])[CH:4]=2)[N:9]=[CH:8][N:7]=1. (2) Given the reactants [CH2:1]([C@H:3]([NH:10][C:11]([C:13]1[C:22]2[C:17](=[CH:18][CH:19]=[CH:20][CH:21]=2)[N:16]=[C:15]([C:23]2[CH:28]=[CH:27][CH:26]=[CH:25][CH:24]=2)[C:14]=1[O:29][CH2:30][CH2:31][NH2:32])=[O:12])[C:4]1[CH:9]=[CH:8][CH:7]=[CH:6][CH:5]=1)[CH3:2].[C:33]1(=[O:39])[O:38][C:36](=[O:37])[CH2:35][CH2:34]1, predict the reaction product. The product is: [CH2:1]([C@H:3]([NH:10][C:11]([C:13]1[C:22]2[C:17](=[CH:18][CH:19]=[CH:20][CH:21]=2)[N:16]=[C:15]([C:23]2[CH:24]=[CH:25][CH:26]=[CH:27][CH:28]=2)[C:14]=1[O:29][CH2:30][CH2:31][NH:32][C:33](=[O:39])[CH2:34][CH2:35][C:36]([OH:38])=[O:37])=[O:12])[C:4]1[CH:9]=[CH:8][CH:7]=[CH:6][CH:5]=1)[CH3:2]. (3) Given the reactants Br[C:2]1[C:3]([F:17])=[C:4]2[O:8][C:7]([CH:9]3[CH2:11][CH2:10]3)=[N:6][C:5]2=[C:12]([C:15]#[N:16])[C:13]=1[CH3:14].[F:18][C:19]1[CH:20]=[C:21](B(O)O)[CH:22]=[CH:23][CH:24]=1.P([O-])([O-])([O-])=O.[K+].[K+].[K+].[Cl-].[NH4+], predict the reaction product. The product is: [CH:9]1([C:7]2[O:8][C:4]3[C:5](=[C:12]([C:15]#[N:16])[C:13]([CH3:14])=[C:2]([C:23]4[CH:22]=[CH:21][CH:20]=[C:19]([F:18])[CH:24]=4)[C:3]=3[F:17])[N:6]=2)[CH2:11][CH2:10]1. (4) Given the reactants [C:1]([O:5][C:6](=[O:28])[C@@H:7]([N:10]1[CH:15]=[CH:14][CH:13]=[C:12]([NH:16]C(OCC2C=CC=CC=2)=O)[C:11]1=[O:27])[CH2:8][CH3:9])([CH3:4])([CH3:3])[CH3:2], predict the reaction product. The product is: [C:1]([O:5][C:6](=[O:28])[C@@H:7]([N:10]1[CH:15]=[CH:14][CH:13]=[C:12]([NH2:16])[C:11]1=[O:27])[CH2:8][CH3:9])([CH3:2])([CH3:3])[CH3:4]. (5) Given the reactants [CH3:1][O:2][C:3]1[CH:4]=[C:5]2[C:10](=[CH:11][CH:12]=1)[O:9][CH2:8][CH:7]([CH2:13][C:14]#[N:15])[CH2:6]2.[C:16]([O-])(=[O:18])[CH3:17].[Na+].[H][H], predict the reaction product. The product is: [CH3:1][O:2][C:3]1[CH:4]=[C:5]2[C:10](=[CH:11][CH:12]=1)[O:9][CH2:8][CH:7]([CH2:13][CH2:14][NH:15][C:16](=[O:18])[CH3:17])[CH2:6]2. (6) Given the reactants C([O:3][C:4](=O)[CH2:5][CH2:6][N:7]1[C:11]2[CH:12]=[CH:13][CH:14]=[CH:15][C:10]=2[N:9]=[C:8]1[C:16]([N:18]([CH2:40][CH:41]([CH3:43])[CH3:42])[C@H:19]1[CH2:24][C@@H:23]([C:25]([N:27]2[CH2:32][CH2:31][O:30][CH2:29][CH2:28]2)=[O:26])[CH2:22][N:21]([C:33]([O:35][C:36]([CH3:39])([CH3:38])[CH3:37])=[O:34])[CH2:20]1)=[O:17])C.O.[NH2:46][NH2:47].[CH2:48]([OH:50])[CH3:49], predict the reaction product. The product is: [C:48]([NH:46][NH:47][C:4](=[O:3])[CH2:5][CH2:6][N:7]1[C:11]2[CH:12]=[CH:13][CH:14]=[CH:15][C:10]=2[N:9]=[C:8]1[C:16]([N:18]([CH2:40][CH:41]([CH3:43])[CH3:42])[C@H:19]1[CH2:24][C@@H:23]([C:25]([N:27]2[CH2:28][CH2:29][O:30][CH2:31][CH2:32]2)=[O:26])[CH2:22][N:21]([C:33]([O:35][C:36]([CH3:39])([CH3:37])[CH3:38])=[O:34])[CH2:20]1)=[O:17])(=[O:50])[CH3:49]. (7) Given the reactants Cl.Cl.Cl.[NH:4]1[C:12]2[C:7](=[CH:8][CH:9]=[C:10]([NH:13][C:14]([C:16]3[C:35]([N:36]4[CH2:41][CH2:40][NH:39][CH2:38][CH2:37]4)=[CH:34][C:19]4[NH:20][C:21]([NH:23][C:24]5[CH:29]=[CH:28][CH:27]=[CH:26][C:25]=5[C:30]([F:33])([F:32])[F:31])=[N:22][C:18]=4[CH:17]=3)=[O:15])[CH:11]=2)[CH:6]=[N:5]1.[O:42]=[CH:43][CH:44](CO)O.C([BH3-])#N.[Na+], predict the reaction product. The product is: [NH:4]1[C:12]2[C:7](=[CH:8][CH:9]=[C:10]([NH:13][C:14]([C:16]3[C:35]([N:36]4[CH2:37][CH2:38][N:39]([CH2:44][CH2:43][OH:42])[CH2:40][CH2:41]4)=[CH:34][C:19]4[NH:20][C:21]([NH:23][C:24]5[CH:29]=[CH:28][CH:27]=[CH:26][C:25]=5[C:30]([F:31])([F:32])[F:33])=[N:22][C:18]=4[CH:17]=3)=[O:15])[CH:11]=2)[CH:6]=[N:5]1. (8) Given the reactants [CH3:1][C:2]1[N:3]=[N:4][NH:5][N:6]=1.[Br:7][C:8]1[CH:13]=[CH:12][C:11]([CH:14]([F:16])[F:15])=[CH:10][C:9]=1[CH2:17]Br.C(=O)([O-])[O-].[K+].[K+].O, predict the reaction product. The product is: [Br:7][C:8]1[CH:13]=[CH:12][C:11]([CH:14]([F:15])[F:16])=[CH:10][C:9]=1[CH2:17][N:4]1[N:5]=[N:6][C:2]([CH3:1])=[N:3]1. (9) Given the reactants [NH2:1][C:2]1[CH:10]=[CH:9][C:8]([Br:11])=[CH:7][C:3]=1[C:4]([OH:6])=[O:5].[N:12]1[CH:17]=[CH:16][C:15]([CH:18]=O)=[CH:14][CH:13]=1, predict the reaction product. The product is: [Br:11][C:8]1[CH:9]=[CH:10][C:2]([NH:1][CH2:18][C:15]2[CH:16]=[CH:17][N:12]=[CH:13][CH:14]=2)=[C:3]([CH:7]=1)[C:4]([OH:6])=[O:5]. (10) Given the reactants [Cl:1][CH2:2][C:3]([C:5]1[CH:10]=[C:9]([Cl:11])[C:8]([OH:12])=[CH:7][C:6]=1[F:13])=O.C([SiH](CC)CC)C, predict the reaction product. The product is: [Cl:11][C:9]1[CH:10]=[C:5]([CH2:3][CH2:2][Cl:1])[C:6]([F:13])=[CH:7][C:8]=1[OH:12].